From a dataset of Forward reaction prediction with 1.9M reactions from USPTO patents (1976-2016). Predict the product of the given reaction. (1) Given the reactants [Cl-].[Mg+2].[Cl-].[C:4]([O:10][C:11]([CH3:14])([CH3:13])[CH3:12])(=[O:9])[CH2:5][C:6]([CH3:8])=[O:7].[CH2:15]([C:17]1[CH:22]=[CH:21][C:20]([CH2:23][C:24](Cl)=[O:25])=[CH:19][CH:18]=1)[CH3:16].C(O)(=O)CC(CC(O)=O)(C(O)=O)O, predict the reaction product. The product is: [C:6]([CH:5]([C:24](=[O:25])[CH2:23][C:20]1[CH:21]=[CH:22][C:17]([CH2:15][CH3:16])=[CH:18][CH:19]=1)[C:4]([O:10][C:11]([CH3:14])([CH3:13])[CH3:12])=[O:9])(=[O:7])[CH3:8]. (2) Given the reactants [C:1]1([CH:7]([C:14]2[CH:19]=[CH:18][CH:17]=[CH:16][CH:15]=2)[N:8]2[CH2:11][CH:10]([C:12]#[N:13])[CH2:9]2)[CH:6]=[CH:5][CH:4]=[CH:3][CH:2]=1.C1COCC1.[H-].[Al+3].[Li+].[H-].[H-].[H-], predict the reaction product. The product is: [C:1]1([CH:7]([C:14]2[CH:19]=[CH:18][CH:17]=[CH:16][CH:15]=2)[N:8]2[CH2:11][CH:10]([CH2:12][NH2:13])[CH2:9]2)[CH:2]=[CH:3][CH:4]=[CH:5][CH:6]=1. (3) Given the reactants CS([C:4]1[N:9]=[C:8]([C:10]2[N:14]3[CH:15]=[CH:16][CH:17]=[C:18]([C:19]([OH:22])([CH3:21])[CH3:20])[C:13]3=[N:12][CH:11]=2)[CH:7]=[CH:6][N:5]=1)=O.[NH2:23][CH:24]1[CH2:29][CH2:28][CH:27]([NH:30][S:31]([CH3:34])(=[O:33])=[O:32])[CH2:26][CH2:25]1, predict the reaction product. The product is: [OH:22][C:19]([C:18]1[C:13]2[N:14]([C:10]([C:8]3[CH:7]=[CH:6][N:5]=[C:4]([NH:23][CH:24]4[CH2:29][CH2:28][CH:27]([NH:30][S:31]([CH3:34])(=[O:33])=[O:32])[CH2:26][CH2:25]4)[N:9]=3)=[CH:11][N:12]=2)[CH:15]=[CH:16][CH:17]=1)([CH3:20])[CH3:21]. (4) The product is: [CH3:36][C:31]1[NH:32][C:33]2[C:29]([C:30]=1[C:37]#[N:38])=[CH:28][C:27]([O:26][C:2]1[CH:7]=[CH:6][N:5]=[C:4]3[CH:8]=[C:9]([C:11]4[S:12][C:13]([C:17]([N:19]5[CH2:24][CH2:23][N:22]([CH3:25])[CH2:21][CH2:20]5)=[O:18])=[C:14]([CH3:16])[N:15]=4)[S:10][C:3]=13)=[CH:35][CH:34]=2. Given the reactants Cl[C:2]1[CH:7]=[CH:6][N:5]=[C:4]2[CH:8]=[C:9]([C:11]3[S:12][C:13]([C:17]([N:19]4[CH2:24][CH2:23][N:22]([CH3:25])[CH2:21][CH2:20]4)=[O:18])=[C:14]([CH3:16])[N:15]=3)[S:10][C:3]=12.[OH:26][C:27]1[CH:28]=[C:29]2[C:33](=[CH:34][CH:35]=1)[NH:32][C:31]([CH3:36])=[C:30]2[C:37]#[N:38], predict the reaction product. (5) Given the reactants [NH:1]1[CH:5]=[CH:4][N:3]=[C:2]1[N:6]1[C:14]2[C:9](=[CH:10][C:11]([N+:15]([O-:17])=[O:16])=[CH:12][CH:13]=2)[CH2:8][CH2:7]1.[C:18](=O)([O-])[O-].[K+].[K+].CI, predict the reaction product. The product is: [CH3:18][N:1]1[CH:5]=[CH:4][N:3]=[C:2]1[N:6]1[C:14]2[C:9](=[CH:10][C:11]([N+:15]([O-:17])=[O:16])=[CH:12][CH:13]=2)[CH2:8][CH2:7]1. (6) Given the reactants [N:1]1([C:6]2[CH:7]=[CH:8][CH:9]=[C:10]3[C:15]=2[N:14]=[C:13]([C:16]2[N:20]4[CH:21]=[CH:22][C:23]([O:25][CH2:26][CH2:27][N:28]5C(=O)C6C(=CC=CC=6)C5=O)=[CH:24][C:19]4=[N:18][CH:17]=2)[CH:12]=[CH:11]3)[CH2:5][CH2:4][CH2:3][CH2:2]1.CNN, predict the reaction product. The product is: [N:1]1([C:6]2[CH:7]=[CH:8][CH:9]=[C:10]3[C:15]=2[N:14]=[C:13]([C:16]2[N:20]4[CH:21]=[CH:22][C:23]([O:25][CH2:26][CH2:27][NH2:28])=[CH:24][C:19]4=[N:18][CH:17]=2)[CH:12]=[CH:11]3)[CH2:5][CH2:4][CH2:3][CH2:2]1. (7) Given the reactants [N:1]1[CH:6]=[CH:5][CH:4]=[CH:3][C:2]=1[NH:7][CH2:8][C:9]1([C:15]2[CH:20]=[CH:19][C:18]([OH:21])=[CH:17][CH:16]=2)[CH2:14][CH2:13][O:12][CH2:11][CH2:10]1.Br[CH2:23][CH2:24][CH2:25][CH2:26][Cl:27].C(=O)([O-])[O-].[K+].[K+], predict the reaction product. The product is: [Cl:27][CH2:26][CH2:25][CH2:24][CH2:23][O:21][C:18]1[CH:19]=[CH:20][C:15]([C:9]2([CH2:8][NH:7][C:2]3[CH:3]=[CH:4][CH:5]=[CH:6][N:1]=3)[CH2:10][CH2:11][O:12][CH2:13][CH2:14]2)=[CH:16][CH:17]=1. (8) Given the reactants [CH:1]1([C:8]2[CH:13]=[C:12]([C:14](OC)=[O:15])[CH:11]=[CH:10][C:9]=2[C:18]2[CH:23]=[C:22]([O:24][CH3:25])[CH:21]=[CH:20][C:19]=2[F:26])[CH2:7][CH2:6][CH2:5][CH2:4][CH2:3][CH2:2]1.[H-].[H-].[H-].[H-].[Li+].[Al+3].[OH-].[Na+], predict the reaction product. The product is: [CH:1]1([C:8]2[CH:13]=[C:12]([CH2:14][OH:15])[CH:11]=[CH:10][C:9]=2[C:18]2[CH:23]=[C:22]([O:24][CH3:25])[CH:21]=[CH:20][C:19]=2[F:26])[CH2:2][CH2:3][CH2:4][CH2:5][CH2:6][CH2:7]1. (9) Given the reactants [ClH:1].[CH2:2]([NH:4][C:5](=[O:20])[CH:6]([C:8]1[CH:13]=[CH:12][C:11]([CH:14]2[CH2:19][CH2:18][NH:17][CH2:16][CH2:15]2)=[CH:10][CH:9]=1)[CH3:7])[CH3:3], predict the reaction product. The product is: [ClH:1].[CH2:2]([NH:4][C:5](=[O:20])[CH:6]([C:8]1[CH:13]=[CH:12][C:11]([CH:14]2[CH2:19][CH2:18][NH:17][CH2:16][CH2:15]2)=[CH:10][CH:9]=1)[CH3:7])[CH3:3].